This data is from Full USPTO retrosynthesis dataset with 1.9M reactions from patents (1976-2016). The task is: Predict the reactants needed to synthesize the given product. Given the product [F:8][C:7]1[C:2]([O:16][CH2:15][C:11]2([CH3:10])[CH2:14][O:13][CH2:12]2)=[N:3][CH:4]=[C:5]([C:24]#[C:23][C:17]2[CH:22]=[CH:21][CH:20]=[CH:19][CH:18]=2)[CH:6]=1, predict the reactants needed to synthesize it. The reactants are: F[C:2]1[C:7]([F:8])=[CH:6][C:5](I)=[CH:4][N:3]=1.[CH3:10][C:11]1([CH2:15][OH:16])[CH2:14][O:13][CH2:12]1.[C:17]1([C:23]#[CH:24])[CH:22]=[CH:21][CH:20]=[CH:19][CH:18]=1.